Task: Predict the reactants needed to synthesize the given product.. Dataset: Full USPTO retrosynthesis dataset with 1.9M reactions from patents (1976-2016) (1) Given the product [Cl:31][C:27]1[CH:26]=[C:25]([C:4]2[N:3]=[C:2]([C:33]#[N:35])[N:10]=[C:9]3[C:5]=2[N:6]([CH2:17][C@H:18]2[CH2:23][CH2:22][C@H:21]([CH3:24])[CH2:20][CH2:19]2)[C:7]([N:11]2[CH2:12][CH2:13][O:14][CH2:15][CH2:16]2)=[N:8]3)[CH:30]=[CH:29][CH:28]=1, predict the reactants needed to synthesize it. The reactants are: Cl[C:2]1[N:10]=[C:9]2[C:5]([N:6]([CH2:17][C@H:18]3[CH2:23][CH2:22][C@H:21]([CH3:24])[CH2:20][CH2:19]3)[C:7]([N:11]3[CH2:16][CH2:15][O:14][CH2:13][CH2:12]3)=[N:8]2)=[C:4]([C:25]2[CH:30]=[CH:29][CH:28]=[C:27]([Cl:31])[CH:26]=2)[N:3]=1.C[C:33]([N:35](C)C)=O. (2) Given the product [CH2:1]([O:3][C:4]([C:6]1[CH:10]=[CH:9][N:8]([C:12]2[CH:13]=[C:14]([C:22]#[N:23])[C:15]3[C:20](=[CH:19][CH:18]=[CH:17][CH:16]=3)[CH:21]=2)[N:7]=1)=[O:5])[CH3:2], predict the reactants needed to synthesize it. The reactants are: [CH2:1]([O:3][C:4]([C:6]1[CH:10]=[CH:9][NH:8][N:7]=1)=[O:5])[CH3:2].Br[C:12]1[CH:13]=[C:14]([C:22]#[N:23])[C:15]2[C:20]([CH:21]=1)=[CH:19][CH:18]=[CH:17][CH:16]=2.CN[C@@H]1CCCC[C@H]1NC.C(=O)([O-])[O-].[K+].[K+].